This data is from Catalyst prediction with 721,799 reactions and 888 catalyst types from USPTO. The task is: Predict which catalyst facilitates the given reaction. (1) Reactant: [NH:1]1[CH2:6][CH2:5][O:4][C:3]2[N:7]=[CH:8][C:9]([C:11]3[N:12]=[C:13]([NH:20][C:21]4[CH:26]=[CH:25][C:24]([N:27]5[CH2:32][CH2:31][C:30](=O)[CH2:29][CH2:28]5)=[C:23]([O:34][CH3:35])[CH:22]=4)[C:14]4[N:15]([CH:17]=[CH:18][N:19]=4)[CH:16]=3)=[CH:10][C:2]1=2.Cl.[NH2:37][OH:38].C([O-])(=O)C.[Na+]. Product: [NH:1]1[CH2:6][CH2:5][O:4][C:3]2[N:7]=[CH:8][C:9]([C:11]3[N:12]=[C:13]([NH:20][C:21]4[CH:26]=[CH:25][C:24]([N:27]5[CH2:32][CH2:31][C:30](=[N:37][OH:38])[CH2:29][CH2:28]5)=[C:23]([O:34][CH3:35])[CH:22]=4)[C:14]4[N:15]([CH:17]=[CH:18][N:19]=4)[CH:16]=3)=[CH:10][C:2]1=2. The catalyst class is: 14. (2) Reactant: C(N(CC)CC)C.[C:8]1(=[O:18])[NH:12][C:11](=[O:13])[C:10]2=[CH:14][CH:15]=[CH:16][CH:17]=[C:9]12.[K].[C:20]([Si:24]([CH3:46])([CH3:45])[O:25][CH2:26][CH2:27][CH2:28][CH2:29][N:30]1[C:42]2[C:41]3[CH:40]=[CH:39][CH:38]=[CH:37][C:36]=3[N:35]=[CH:34][C:33]=2[N:32]=[C:31]1[CH2:43]Cl)([CH3:23])([CH3:22])[CH3:21]. Product: [Si:24]([O:25][CH2:26][CH2:27][CH2:28][CH2:29][N:30]1[C:42]2[C:41]3[CH:40]=[CH:39][CH:38]=[CH:37][C:36]=3[N:35]=[CH:34][C:33]=2[N:32]=[C:31]1[CH2:43][N:12]1[C:8](=[O:18])[C:9]2[C:10](=[CH:14][CH:15]=[CH:16][CH:17]=2)[C:11]1=[O:13])([C:20]([CH3:23])([CH3:22])[CH3:21])([CH3:45])[CH3:46]. The catalyst class is: 174. (3) Reactant: [Cl:1][C:2]1[CH:7]=[CH:6][C:5]([N:8]([C@H:12]2[C:21]3[C:16](=[CH:17][CH:18]=[CH:19][CH:20]=3)[N:15]([C:22](=[O:30])[C:23]3[CH:28]=[CH:27][C:26]([OH:29])=[CH:25][CH:24]=3)[C@@H:14]([CH3:31])[CH2:13]2)[C:9](=[O:11])[CH3:10])=[CH:4][CH:3]=1.C([O-])([O-])=O.[Cs+].[Cs+].[CH2:38]([N:45]([CH2:53][C:54]1[CH:59]=[CH:58][CH:57]=[CH:56][CH:55]=1)[S:46]([CH2:49][CH2:50][CH2:51]Cl)(=[O:48])=[O:47])[C:39]1[CH:44]=[CH:43][CH:42]=[CH:41][CH:40]=1. The catalyst class is: 3. Product: [Cl:1][C:2]1[CH:3]=[CH:4][C:5]([N:8]([C@H:12]2[C:21]3[C:16](=[CH:17][CH:18]=[CH:19][CH:20]=3)[N:15]([C:22](=[O:30])[C:23]3[CH:24]=[CH:25][C:26]([O:29][CH2:51][CH2:50][CH2:49][S:46](=[O:48])(=[O:47])[N:45]([CH2:38][C:39]4[CH:44]=[CH:43][CH:42]=[CH:41][CH:40]=4)[CH2:53][C:54]4[CH:59]=[CH:58][CH:57]=[CH:56][CH:55]=4)=[CH:27][CH:28]=3)[C@@H:14]([CH3:31])[CH2:13]2)[C:9](=[O:11])[CH3:10])=[CH:6][CH:7]=1. (4) Reactant: C(=O)[C:2]1[CH:7]=[CH:6][CH:5]=[CH:4][CH:3]=1.[CH:9]([O:16][CH2:17][CH3:18])([O:13][CH2:14][CH3:15])OCC.Cl.C(OCC)C. Product: [CH2:17]([O:16][CH:9]([O:13][CH2:14][CH3:15])[C:2]1[CH:7]=[CH:6][CH:5]=[CH:4][CH:3]=1)[CH3:18]. The catalyst class is: 8. (5) Reactant: [N+:1]([C:4]1[CH:21]=[CH:20][C:7]2[CH2:8][CH2:9][N:10]([C:13]([O:15][C:16]([CH3:19])([CH3:18])[CH3:17])=[O:14])[CH2:11][CH2:12][C:6]=2[CH:5]=1)([O-])=O. Product: [NH2:1][C:4]1[CH:21]=[CH:20][C:7]2[CH2:8][CH2:9][N:10]([C:13]([O:15][C:16]([CH3:17])([CH3:19])[CH3:18])=[O:14])[CH2:11][CH2:12][C:6]=2[CH:5]=1. The catalyst class is: 19. (6) Reactant: Cl[C:2]1[N:7]=[C:6]([N:8]2[CH2:13][CH2:12][CH2:11][C@@H:10]([NH:14][C:15](=[O:19])[N:16]([CH3:18])[CH3:17])[C@H:9]2[CH3:20])[CH:5]=[N:4][C:3]=1[C:21]#[N:22].[CH:23]1([N:26]2[CH2:31][CH2:30][C:29]([C:33]3[CH:39]=[CH:38][C:36]([NH2:37])=[CH:35][CH:34]=3)([CH3:32])[CH2:28][CH2:27]2)[CH2:25][CH2:24]1.C(=O)([O-])[O-].[Cs+].[Cs+].C1C=CC(P(C2C(C3C(P(C4C=CC=CC=4)C4C=CC=CC=4)=CC=C4C=3C=CC=C4)=C3C(C=CC=C3)=CC=2)C2C=CC=CC=2)=CC=1. Product: [C:21]([C:3]1[N:4]=[CH:5][C:6]([N:8]2[CH2:13][CH2:12][CH2:11][C@@H:10]([NH:14][C:15](=[O:19])[N:16]([CH3:18])[CH3:17])[C@H:9]2[CH3:20])=[N:7][C:2]=1[NH:37][C:36]1[CH:38]=[CH:39][C:33]([C:29]2([CH3:32])[CH2:30][CH2:31][N:26]([CH:23]3[CH2:25][CH2:24]3)[CH2:27][CH2:28]2)=[CH:34][CH:35]=1)#[N:22]. The catalyst class is: 231. (7) Reactant: [CH3:1][N:2]1[C:6]([O:7][C:8]2[CH:13]=[CH:12][CH:11]=[CH:10][CH:9]=2)=[C:5](C(O)=O)[CH:4]=[N:3]1.CC(O)(C)C.CC[N:24](C(C)C)C(C)C.C1(P(N=[N+]=[N-])(C2C=CC=CC=2)=O)C=CC=CC=1. Product: [CH3:1][N:2]1[C:6]([O:7][C:8]2[CH:13]=[CH:12][CH:11]=[CH:10][CH:9]=2)=[C:5]([NH2:24])[CH:4]=[N:3]1. The catalyst class is: 12. (8) Reactant: [CH:1]([N:4]1[C:8]2[CH:9]=[C:10]([C:13]([OH:15])=O)[CH:11]=[CH:12][C:7]=2[N:6]=[N:5]1)([CH3:3])[CH3:2].C(Cl)(=O)C(Cl)=O.C(NC(C)C)(C)C.Cl.[CH3:30][NH:31][O:32][CH3:33]. Product: [CH3:33][O:32][N:31]([CH3:30])[C:13]([C:10]1[CH:11]=[CH:12][C:7]2[N:6]=[N:5][N:4]([CH:1]([CH3:2])[CH3:3])[C:8]=2[CH:9]=1)=[O:15]. The catalyst class is: 59.